Predict which catalyst facilitates the given reaction. From a dataset of Catalyst prediction with 721,799 reactions and 888 catalyst types from USPTO. (1) Reactant: Cl[C:2]1[C:11]([C:12]([OH:14])=[O:13])=[CH:10][C:9]2[C:4](=[CH:5][CH:6]=[C:7]([Cl:15])[CH:8]=2)[N:3]=1.[CH3:16][O:17][C:18]1[CH:19]=[C:20]([CH:27]=[CH:28][CH:29]=1)[CH2:21][CH:22]([C:24]([OH:26])=[O:25])[NH2:23]. Product: [C:24]([CH:22]([NH:23][C:2]1[C:11]([C:12]([OH:14])=[O:13])=[CH:10][C:9]2[C:4](=[CH:5][CH:6]=[C:7]([Cl:15])[CH:8]=2)[N:3]=1)[CH2:21][C:20]1[CH:27]=[CH:28][CH:29]=[C:18]([O:17][CH3:16])[CH:19]=1)([OH:26])=[O:25]. The catalyst class is: 16. (2) Reactant: [NH2:1][C:2]1[C:3]([CH3:11])=[CH:4][C:5]([I:10])=[C:6]([CH:9]=1)[CH2:7][OH:8].[C:12](O[C:12]([O:14][C:15]([CH3:18])([CH3:17])[CH3:16])=[O:13])([O:14][C:15]([CH3:18])([CH3:17])[CH3:16])=[O:13]. Product: [OH:8][CH2:7][C:6]1[C:5]([I:10])=[CH:4][C:3]([CH3:11])=[C:2]([NH:1][C:12](=[O:13])[O:14][C:15]([CH3:18])([CH3:17])[CH3:16])[CH:9]=1. The catalyst class is: 7. (3) Reactant: C(OP([CH2:9][C:10]([O:12][CH2:13][CH3:14])=[O:11])(OCC)=O)C.[H-].[Na+].[Cl:17][C:18]1[CH:36]=[C:35]([Cl:37])[CH:34]=[CH:33][C:19]=1[O:20][C:21]1[N:28]=[C:27]([O:29][CH:30]([CH3:32])[CH3:31])[CH:26]=[CH:25][C:22]=1[CH:23]=O.[Cl-].[NH4+]. Product: [Cl:17][C:18]1[CH:36]=[C:35]([Cl:37])[CH:34]=[CH:33][C:19]=1[O:20][C:21]1[C:22](/[CH:23]=[CH:9]/[C:10]([O:12][CH2:13][CH3:14])=[O:11])=[CH:25][CH:26]=[C:27]([O:29][CH:30]([CH3:32])[CH3:31])[N:28]=1. The catalyst class is: 7.